From a dataset of Catalyst prediction with 721,799 reactions and 888 catalyst types from USPTO. Predict which catalyst facilitates the given reaction. (1) Reactant: [N:1]1[CH:6]=[CH:5][C:4]([C:7]2[S:15][C:14]3[C:13](=[O:16])[NH:12][C:11]4([CH2:21][CH2:20][NH:19][CH2:18][CH2:17]4)[NH:10][C:9]=3[CH:8]=2)=[CH:3][CH:2]=1.C(N(CC)CC)C.[C:29](Cl)(=[O:36])[C:30]1[CH:35]=[CH:34][CH:33]=[CH:32][CH:31]=1. Product: [C:30]1([C:29]([N:19]2[CH2:20][CH2:21][C:11]3([NH:10][C:9]4[CH:8]=[C:7]([C:4]5[CH:5]=[CH:6][N:1]=[CH:2][CH:3]=5)[S:15][C:14]=4[C:13](=[O:16])[NH:12]3)[CH2:17][CH2:18]2)=[O:36])[CH:35]=[CH:34][CH:33]=[CH:32][CH:31]=1. The catalyst class is: 7. (2) Reactant: [C:1]([C:3]1[CH:4]=[CH:5][C:6]([O:9][C:10]2[CH:11]=[CH:12][C:13]3[O:17][C:16]([CH:18]([NH:25][C:26]4[CH:31]=[CH:30][C:29]([C:32]([N:34]([CH3:42])[CH2:35][CH2:36][C:37]([O:39]CC)=[O:38])=[O:33])=[CH:28][CH:27]=4)[CH:19]4[CH2:24][CH2:23][CH2:22][CH2:21][CH2:20]4)=[C:15]([CH3:43])[C:14]=3[CH:44]=2)=[N:7][CH:8]=1)#[N:2].[OH-].[Na+]. Product: [C:1]([C:3]1[CH:4]=[CH:5][C:6]([O:9][C:10]2[CH:11]=[CH:12][C:13]3[O:17][C:16]([CH:18]([NH:25][C:26]4[CH:27]=[CH:28][C:29]([C:32]([N:34]([CH3:42])[CH2:35][CH2:36][C:37]([OH:39])=[O:38])=[O:33])=[CH:30][CH:31]=4)[CH:19]4[CH2:24][CH2:23][CH2:22][CH2:21][CH2:20]4)=[C:15]([CH3:43])[C:14]=3[CH:44]=2)=[N:7][CH:8]=1)#[N:2]. The catalyst class is: 7. (3) Reactant: Cl[C:2]1[CH:3]=[CH:4][C:5]2[N:6]([C:8]([C:11]3[CH:16]=[CH:15][C:14]([C:17]([F:20])([F:19])[F:18])=[CH:13][CH:12]=3)=[CH:9][N:10]=2)[N:7]=1.[F:21][C:22]1[CH:27]=[CH:26][C:25]([C:28]2[O:29][C:30]3[CH:40]=[C:39]([N:41]([CH3:46])[S:42]([CH3:45])(=[O:44])=[O:43])[C:38](B4OC(C)(C)C(C)(C)O4)=[CH:37][C:31]=3[C:32]=2[C:33]([NH:35][CH3:36])=[O:34])=[CH:24][CH:23]=1.[O-]P([O-])([O-])=O.[K+].[K+].[K+]. Product: [F:21][C:22]1[CH:27]=[CH:26][C:25]([C:28]2[O:29][C:30]3[CH:40]=[C:39]([N:41]([CH3:46])[S:42]([CH3:45])(=[O:43])=[O:44])[C:38]([C:2]4[CH:3]=[CH:4][C:5]5[N:6]([C:8]([C:11]6[CH:16]=[CH:15][C:14]([C:17]([F:20])([F:19])[F:18])=[CH:13][CH:12]=6)=[CH:9][N:10]=5)[N:7]=4)=[CH:37][C:31]=3[C:32]=2[C:33]([NH:35][CH3:36])=[O:34])=[CH:24][CH:23]=1. The catalyst class is: 75. (4) Product: [CH:39]1([C:37]2[N:38]=[C:16]([C:12]3[C:11]4[N:5]5[CH2:4][N:3]=[C:2]([CH3:1])[C:6]5=[CH:7][C:8]5[CH:22]=[N:21][CH:20]=[N:19][C:9]=5[C:10]=4[CH:15]=[CH:14][CH:13]=3)[O:18][N:36]=2)[CH2:41][CH2:40]1. Reactant: [CH3:1][C:2]1[C:6]2=[CH:7][C:8]3[CH:22]=[N:21][CH:20]=[N:19][C:9]=3[C:10]3[CH:15]=[CH:14][CH:13]=[C:12]([C:16]([OH:18])=O)[C:11]=3[N:5]2[CH2:4][N:3]=1.C(N1C=CN=C1)(N1C=CN=C1)=O.O[NH:36][C:37]([CH:39]1[CH2:41][CH2:40]1)=[NH:38].C(O)(=O)C. The catalyst class is: 3. (5) Reactant: [CH3:1][N:2]([CH3:17])[C:3]([CH:5]1[CH2:15][C:14](=O)[C:8]2[N:9]=[C:10]([CH3:13])[N:11]([CH3:12])[C:7]=2[CH2:6]1)=[O:4].C([O:20][C:21](=O)[C@H:22]([O:31][Si](C(C)(C)C)(C)C)[C@H:23]([NH2:30])[C:24]1[CH:29]=[CH:28][CH:27]=[CH:26][CH:25]=1)C. Product: [CH3:1][N:2]([CH3:17])[C:3]([CH:5]1[CH2:6][C:7]2[N:11]([CH3:12])[C:10]([CH3:13])=[N:9][C:8]=2[C:14]2[NH:30][C@H:23]([C:24]3[CH:25]=[CH:26][CH:27]=[CH:28][CH:29]=3)[C@@H:22]([OH:31])[C:21](=[O:20])[C:15]1=2)=[O:4]. The catalyst class is: 141. (6) Reactant: [C:1]([O:5][C:6](=[O:14])[CH2:7][N:8]1[CH:12]=[C:11](Br)[CH:10]=[N:9]1)([CH3:4])([CH3:3])[CH3:2].[CH:15]1(B(O)O)[CH2:17][CH2:16]1.P([O-])([O-])([O-])=O.[K+].[K+].[K+].C1(P(C2CCCCC2)C2CCCCC2)CCCCC1. Product: [CH:15]1([C:11]2[CH:10]=[N:9][N:8]([CH2:7][C:6]([O:5][C:1]([CH3:4])([CH3:3])[CH3:2])=[O:14])[CH:12]=2)[CH2:17][CH2:16]1. The catalyst class is: 493.